Dataset: Catalyst prediction with 721,799 reactions and 888 catalyst types from USPTO. Task: Predict which catalyst facilitates the given reaction. (1) Reactant: [C:1]([O:5][C:6](=[O:39])/[CH:7]=[CH:8]/[C:9]1[C:14](=[O:15])[N:13]2[CH:16]=[CH:17][C:18]([C:20]([NH:22][C:23]3[S:24][CH:25]=[C:26]([C:28]([CH3:31])([CH3:30])[CH3:29])[N:27]=3)=[O:21])=[CH:19][C:12]2=[N:11][C:10]=1[N:32]1[CH2:37][CH2:36][CH2:35][C@@H:34]([OH:38])[CH2:33]1)([CH3:4])([CH3:3])[CH3:2].C(N(CC)CC)C.[S:47](Cl)(=[O:50])(=[O:49])[NH2:48]. Product: [C:1]([O:5][C:6](=[O:39])/[CH:7]=[CH:8]/[C:9]1[C:14](=[O:15])[N:13]2[CH:16]=[CH:17][C:18]([C:20]([NH:22][C:23]3[S:24][CH:25]=[C:26]([C:28]([CH3:30])([CH3:31])[CH3:29])[N:27]=3)=[O:21])=[CH:19][C:12]2=[N:11][C:10]=1[N:32]1[CH2:37][CH2:36][CH2:35][C@@H:34]([O:38][S:47]([NH2:48])(=[O:50])=[O:49])[CH2:33]1)([CH3:2])([CH3:3])[CH3:4]. The catalyst class is: 143. (2) Reactant: CN(C(ON1N=NC2C=CC=NC1=2)=[N+](C)C)C.F[P-](F)(F)(F)(F)F.Cl.Cl.[Cl:27][C:28]1[C:29]([F:54])=[C:30]([NH:34][C:35]2[C:44]3[C:39](=[CH:40][C:41]([O:52][CH3:53])=[C:42]([O:45][CH:46]4[CH2:51][CH2:50][NH:49][CH2:48][CH2:47]4)[CH:43]=3)[N:38]=[CH:37][N:36]=2)[CH:31]=[CH:32][CH:33]=1.C(N(C(C)C)CC)(C)C.[O:64]1[C:68]([C:69](O)=[O:70])=[CH:67][CH:66]=[N:65]1. Product: [Cl:27][C:28]1[C:29]([F:54])=[C:30]([NH:34][C:35]2[C:44]3[C:39](=[CH:40][C:41]([O:52][CH3:53])=[C:42]([O:45][CH:46]4[CH2:47][CH2:48][N:49]([C:69]([C:68]5[O:64][N:65]=[CH:66][CH:67]=5)=[O:70])[CH2:50][CH2:51]4)[CH:43]=3)[N:38]=[CH:37][N:36]=2)[CH:31]=[CH:32][CH:33]=1. The catalyst class is: 2. (3) Reactant: [Cl:1][C:2]1[C:13]([CH:14]([F:16])[F:15])=[CH:12][CH:11]=[CH:10][C:3]=1[O:4][CH:5]([CH2:8][CH3:9])[C:6]#[N:7].[CH2:17](N)[CH2:18][NH2:19].[S-]SS[S-].[Na+].[Na+]. Product: [Cl:1][C:2]1[C:13]([CH:14]([F:15])[F:16])=[CH:12][CH:11]=[CH:10][C:3]=1[O:4][CH:5]([C:6]1[NH:19][CH2:18][CH2:17][N:7]=1)[CH2:8][CH3:9]. The catalyst class is: 6. (4) Reactant: FC(F)(F)C(O)=O.[CH3:8][C:9]([NH:20][C:21]1[N:26]=[C:25]([N:27]([CH3:40])[C:28]2[CH:33]=[CH:32][N:31]=[C:30]([C:34]3[CH:39]=[CH:38][CH:37]=[CH:36][CH:35]=3)[N:29]=2)[CH:24]=[CH:23][N:22]=1)([CH3:19])[CH2:10][NH:11]C(=O)OC(C)(C)C. Product: [NH2:11][CH2:10][C:9]([NH:20][C:21]1[N:26]=[C:25]([N:27]([CH3:40])[C:28]2[CH:33]=[CH:32][N:31]=[C:30]([C:34]3[CH:35]=[CH:36][CH:37]=[CH:38][CH:39]=3)[N:29]=2)[CH:24]=[CH:23][N:22]=1)([CH3:19])[CH3:8]. The catalyst class is: 4. (5) Reactant: [C-:1]#[N:2].[Na+].CS(C)=O.Br[CH2:9][CH2:10][CH2:11][CH2:12][C:13]([O:15][CH3:16])=[O:14]. Product: [C:1]([CH2:9][CH2:10][CH2:11][CH2:12][C:13]([O:15][CH3:16])=[O:14])#[N:2]. The catalyst class is: 6. (6) Reactant: [Br:1][C:2]1[S:6][C:5]([C:7]([NH:9][C:10]2([C:15]([OH:17])=O)[CH2:14][CH2:13][O:12][CH2:11]2)=[O:8])=[CH:4][CH:3]=1.CN(C(ON1N=NC2C=CC=NC1=2)=[N+](C)C)C.F[P-](F)(F)(F)(F)F.CN1CCOCC1.[CH3:49][N:50]1[CH2:56][CH2:55][C:54]2[CH:57]=[C:58]([NH2:61])[CH:59]=[CH:60][C:53]=2[CH2:52][CH2:51]1.C(=O)([O-])O.[Na+]. Product: [Br:1][C:2]1[S:6][C:5]([C:7]([NH:9][C:10]2([C:15]([NH:61][C:58]3[CH:59]=[CH:60][C:53]4[CH2:52][CH2:51][N:50]([CH3:49])[CH2:56][CH2:55][C:54]=4[CH:57]=3)=[O:17])[CH2:14][CH2:13][O:12][CH2:11]2)=[O:8])=[CH:4][CH:3]=1. The catalyst class is: 18. (7) Reactant: [C:1]([N:4]1[C:13]2[C:8](=[CH:9][C:10]([C:14](O)=[O:15])=[CH:11][CH:12]=2)[C@H:7]([NH:17][C:18]2[N:23]=[C:22]([CH3:24])[CH:21]=[CH:20][N:19]=2)[C@@H:6]([CH3:25])[C@@H:5]1[CH:26]1[CH2:28][CH2:27]1)(=[O:3])[CH3:2].C[N:30](C(ON1N=NC2C=CC=NC1=2)=[N+](C)C)C.F[P-](F)(F)(F)(F)F.CCN(C(C)C)C(C)C.[Cl-].[NH4+]. Product: [C:1]([N:4]1[C:13]2[C:8](=[CH:9][C:10]([C:14]([NH2:30])=[O:15])=[CH:11][CH:12]=2)[C@H:7]([NH:17][C:18]2[N:23]=[C:22]([CH3:24])[CH:21]=[CH:20][N:19]=2)[C@@H:6]([CH3:25])[C@@H:5]1[CH:26]1[CH2:28][CH2:27]1)(=[O:3])[CH3:2]. The catalyst class is: 9.